From a dataset of Reaction yield outcomes from USPTO patents with 853,638 reactions. Predict the reaction yield, written as a fraction of the theoretical maximum amount of product (1.0 means a 100% yield; for example, 0.34 means a 34% yield). (1) The reactants are [Br:1][C:2]1[CH:3]=[CH:4][C:5](=[O:8])[NH:6][CH:7]=1.C([O-])([O-])=O.[K+].[K+].Br[CH2:16][C:17]([O:19][CH2:20][CH3:21])=[O:18]. The catalyst is CN(C=O)C. The product is [Br:1][C:2]1[CH:3]=[CH:4][C:5](=[O:8])[N:6]([CH2:16][C:17]([O:19][CH2:20][CH3:21])=[O:18])[CH:7]=1. The yield is 0.577. (2) The reactants are [N:1]1[C:10]2[C:5](=[CH:6][C:7]([CH2:11][N:12]3[C:16]4=[N:17][C:18]([C:21]5[CH:29]=[CH:28][C:24]([C:25](O)=[O:26])=[CH:23][CH:22]=5)=[CH:19][CH:20]=[C:15]4[N:14]=[N:13]3)=[CH:8][CH:9]=2)[CH:4]=[CH:3][CH:2]=1.C1C=CC2N(O)N=[N:36]C=2C=1.CCN=C=NC[CH2:46][CH2:47][N:48]([CH3:50])[CH3:49].Cl.C(N(CC)CC)C. The catalyst is CN(C=O)C.O. The product is [CH3:50][N:48]([CH3:49])[CH2:47][CH2:46][NH:36][C:25](=[O:26])[C:24]1[CH:23]=[CH:22][C:21]([C:18]2[N:17]=[C:16]3[N:12]([CH2:11][C:7]4[CH:6]=[C:5]5[C:10](=[CH:9][CH:8]=4)[N:1]=[CH:2][CH:3]=[CH:4]5)[N:13]=[N:14][C:15]3=[CH:20][CH:19]=2)=[CH:29][CH:28]=1. The yield is 0.420. (3) The reactants are [CH2:1]([N:8]1[CH2:17][CH2:16][C:15]2[C:14]([OH:18])=[N:13][C:12]([N:19]([CH2:22][CH3:23])[CH2:20][CH3:21])=[N:11][C:10]=2[CH2:9]1)[C:2]1[CH:7]=[CH:6][CH:5]=[CH:4][CH:3]=1.CCN(CC)CC.[S:31](O[S:31]([C:34]([F:37])([F:36])[F:35])(=[O:33])=[O:32])([C:34]([F:37])([F:36])[F:35])(=[O:33])=[O:32]. The catalyst is C(Cl)Cl.O. The product is [CH2:1]([N:8]1[CH2:17][CH2:16][C:15]2[C:14]([O:18][S:31]([C:34]([F:37])([F:36])[F:35])(=[O:33])=[O:32])=[N:13][C:12]([N:19]([CH2:22][CH3:23])[CH2:20][CH3:21])=[N:11][C:10]=2[CH2:9]1)[C:2]1[CH:3]=[CH:4][CH:5]=[CH:6][CH:7]=1. The yield is 0.780. (4) The reactants are CC(OI1(OC(C)=O)(OC(C)=O)OC(=O)C2C=CC=CC1=2)=O.[S:23]1[CH:27]=[N:26][N:25]=[C:24]1[CH:28]([OH:46])[CH2:29][CH2:30][CH2:31][CH2:32][CH2:33][CH2:34][CH2:35]/[CH:36]=[CH:37]\[CH2:38][CH2:39][CH2:40][CH2:41][CH2:42][CH2:43][CH2:44][CH3:45].[O-]S([O-])(=S)=O.[Na+].[Na+].CO.C(Cl)Cl. The catalyst is C(Cl)Cl.CCOCC.C([O-])(O)=O.[Na+]. The product is [S:23]1[CH:27]=[N:26][N:25]=[C:24]1[C:28](=[O:46])[CH2:29][CH2:30][CH2:31][CH2:32][CH2:33][CH2:34][CH2:35]/[CH:36]=[CH:37]\[CH2:38][CH2:39][CH2:40][CH2:41][CH2:42][CH2:43][CH2:44][CH3:45]. The yield is 0.700. (5) The reactants are ClC(Cl)(Cl)C[O:4][C:5](=O)[NH:6][C:7]1[N:8]=[C:9]2[CH:14]=[CH:13][C:12]([O:15][C:16]3[CH:21]=[CH:20][CH:19]=[C:18]([NH:22][C:23](=[O:34])[C:24]4[CH:29]=[CH:28][CH:27]=[C:26]([C:30]([F:33])([F:32])[F:31])[CH:25]=4)[CH:17]=3)=[N:11][N:10]2[CH:35]=1.[CH3:39][N:40]1[CH2:45][CH2:44][NH:43][CH2:42][CH2:41]1.C(N(C(C)C)C(C)C)(C)C. The yield is 0.500. The catalyst is CS(C)=O. The product is [CH3:39][N:40]1[CH2:45][CH2:44][N:43]([C:5]([NH:6][C:7]2[N:8]=[C:9]3[CH:14]=[CH:13][C:12]([O:15][C:16]4[CH:21]=[CH:20][CH:19]=[C:18]([NH:22][C:23](=[O:34])[C:24]5[CH:29]=[CH:28][CH:27]=[C:26]([C:30]([F:33])([F:31])[F:32])[CH:25]=5)[CH:17]=4)=[N:11][N:10]3[CH:35]=2)=[O:4])[CH2:42][CH2:41]1. (6) The reactants are [C:1]([N:4]1[C:13]2[C:8](=[CH:9][C:10]([C:14]([O:16]CC)=[O:15])=[CH:11][CH:12]=2)[C@H:7]([NH:19][C:20]([O:22][CH2:23][C:24]2[CH:29]=[CH:28][CH:27]=[CH:26][CH:25]=2)=[O:21])[C@@H:6]([CH3:30])[C@@H:5]1[CH3:31])(=[O:3])[CH3:2].[OH-].[Li+].O.Cl. The catalyst is C1COCC1. The product is [C:1]([N:4]1[C:13]2[C:8](=[CH:9][C:10]([C:14]([OH:16])=[O:15])=[CH:11][CH:12]=2)[C@H:7]([NH:19][C:20]([O:22][CH2:23][C:24]2[CH:29]=[CH:28][CH:27]=[CH:26][CH:25]=2)=[O:21])[C@@H:6]([CH3:30])[C@@H:5]1[CH3:31])(=[O:3])[CH3:2]. The yield is 0.990.